This data is from Forward reaction prediction with 1.9M reactions from USPTO patents (1976-2016). The task is: Predict the product of the given reaction. (1) Given the reactants [CH:1]1(O)[CH2:5][CH2:4][CH2:3][CH2:2]1.C1(P(C2C=CC=CC=2)C2C=CC=CC=2)C=CC=CC=1.[N:26](C(OC(C)(C)C)=O)=[N:27]C(OC(C)(C)C)=O.[ClH:42].C1(N)C(F)=C(F)C(F)=C(N)C=1F.Cl.Cl, predict the reaction product. The product is: [ClH:42].[ClH:42].[CH:1]1([NH:26][NH2:27])[CH2:5][CH2:4][CH2:3][CH2:2]1. (2) Given the reactants [C:1]([C:3]1[C:4]([C:34]2[C:42]3[C:37](=[CH:38][CH:39]=[CH:40][CH:41]=3)[N:36](S(C3C=CC=CC=3)(=O)=O)[CH:35]=2)=[N:5][C:6]([NH:9][C:10]2[CH:11]=[C:12]([NH:16][C:17](=[O:33])[C:18]3[CH:23]=[CH:22][C:21]([NH:24][C:25](=[O:32])/[CH:26]=[CH:27]/[CH2:28][N:29]([CH3:31])[CH3:30])=[CH:20][CH:19]=3)[CH:13]=[CH:14][CH:15]=2)=[N:7][CH:8]=1)#[N:2].[OH-].[Na+].Cl, predict the reaction product. The product is: [C:1]([C:3]1[C:4]([C:34]2[C:42]3[C:37](=[CH:38][CH:39]=[CH:40][CH:41]=3)[NH:36][CH:35]=2)=[N:5][C:6]([NH:9][C:10]2[CH:11]=[C:12]([NH:16][C:17](=[O:33])[C:18]3[CH:23]=[CH:22][C:21]([NH:24][C:25](=[O:32])/[CH:26]=[CH:27]/[CH2:28][N:29]([CH3:31])[CH3:30])=[CH:20][CH:19]=3)[CH:13]=[CH:14][CH:15]=2)=[N:7][CH:8]=1)#[N:2]. (3) Given the reactants [CH2:1]([NH:3][C:4]1[C:9]2[C:10]([C:13]3[CH:18]=[CH:17][CH:16]=[CH:15][N:14]=3)=[N:11][NH:12][C:8]=2[CH:7]=[CH:6][N:5]=1)[CH3:2].C(NC1C2C([Sn](C)(C)C)=NN(CC3C=CC(OC)=CC=3)C=2C=CN=1)C.BrC1C=C([C:51]([F:54])([F:53])[F:52])C=CN=1, predict the reaction product. The product is: [CH2:1]([NH:3][C:4]1[C:9]2[C:10]([C:13]3[CH:18]=[C:17]([C:51]([F:54])([F:53])[F:52])[CH:16]=[CH:15][N:14]=3)=[N:11][NH:12][C:8]=2[CH:7]=[CH:6][N:5]=1)[CH3:2]. (4) Given the reactants [CH3:1][N:2]([CH3:32])[CH2:3][CH2:4][NH:5][C:6]1[CH:11]=[CH:10][C:9]([NH:12][C:13]([NH:15][C:16]2[CH:21]=[CH:20][C:19]([O:22][C:23]3[CH:28]=[CH:27][CH:26]=[CH:25][CH:24]=3)=[CH:18][CH:17]=2)=[O:14])=[CH:8][C:7]=1[N+:29]([O-])=O.Cl.Cl[CH2:35]Cl, predict the reaction product. The product is: [CH3:1][N:2]([CH3:32])[CH2:3][CH2:4][N:5]1[C:6]2[CH:11]=[CH:10][C:9]([NH:12][C:13]([NH:15][C:16]3[CH:21]=[CH:20][C:19]([O:22][C:23]4[CH:28]=[CH:27][CH:26]=[CH:25][CH:24]=4)=[CH:18][CH:17]=3)=[O:14])=[CH:8][C:7]=2[N:29]=[CH:35]1. (5) The product is: [Cl:48][C:23]1[CH:24]=[CH:25][C:26]([NH:28][C:29]2[N:34]=[CH:33][C:32]3=[CH:35][CH:36]=[C:37]([C:38]4[CH:43]=[CH:42][CH:41]=[C:40]([S:44]([CH3:47])(=[O:45])=[O:46])[CH:39]=4)[N:31]3[N:30]=2)=[CH:27][C:22]=1[O:21][CH2:20][C@H:16]1[CH2:17][CH2:18][CH2:19][NH:15]1. Given the reactants C(O)(C(F)(F)F)=O.C(OC([N:15]1[CH2:19][CH2:18][CH2:17][C@@H:16]1[CH2:20][O:21][C:22]1[CH:27]=[C:26]([NH:28][C:29]2[N:34]=[CH:33][C:32]3=[CH:35][CH:36]=[C:37]([C:38]4[CH:43]=[CH:42][CH:41]=[C:40]([S:44]([CH3:47])(=[O:46])=[O:45])[CH:39]=4)[N:31]3[N:30]=2)[CH:25]=[CH:24][C:23]=1[Cl:48])=O)(C)(C)C, predict the reaction product. (6) Given the reactants [C:1]1([NH:7][C:8]([CH2:10][C:11]([O:13][CH3:14])=[O:12])=[O:9])[CH:6]=[CH:5][CH:4]=[CH:3][CH:2]=1.I[CH2:16][CH2:17][CH2:18][CH3:19], predict the reaction product. The product is: [C:1]1([NH:7][C:8]([CH:10]([CH2:16][CH2:17][CH2:18][CH3:19])[C:11]([O:13][CH3:14])=[O:12])=[O:9])[CH:2]=[CH:3][CH:4]=[CH:5][CH:6]=1. (7) Given the reactants [Cl:1][C:2]1[C:6]([Cl:7])=[N:5][N:4]([CH3:8])[C:3]=1[O:9][C:10]1[CH:15]=[CH:14][C:13]([S:16]([NH2:19])(=[O:18])=[O:17])=[CH:12][CH:11]=1.[Br:20][C:21]1[S:25][C:24]([N:26](C(OC2C=CC=CC=2)=O)[C:27](OC2C=CC=CC=2)=[O:28])=[N:23][CH:22]=1.C1CCN2C(=NCCC2)CC1.C(O)(=O)C, predict the reaction product. The product is: [Br:20][C:21]1[S:25][C:24]([NH:26][C:27]([NH:19][S:16]([C:13]2[CH:12]=[CH:11][C:10]([O:9][C:3]3[N:4]([CH3:8])[N:5]=[C:6]([Cl:7])[C:2]=3[Cl:1])=[CH:15][CH:14]=2)(=[O:18])=[O:17])=[O:28])=[N:23][CH:22]=1.